Dataset: Peptide-MHC class I binding affinity with 185,985 pairs from IEDB/IMGT. Task: Regression. Given a peptide amino acid sequence and an MHC pseudo amino acid sequence, predict their binding affinity value. This is MHC class I binding data. (1) The peptide sequence is ITYLMNRFK. The MHC is HLA-A30:01 with pseudo-sequence YSAMYQENVAQTDVDTLYIIYEHYTWAWLAYTWY. The binding affinity (normalized) is 1.00. (2) The peptide sequence is RPPMVTSGL. The MHC is HLA-A03:01 with pseudo-sequence HLA-A03:01. The binding affinity (normalized) is 0.0847. (3) The peptide sequence is LSKDKMDSFK. The MHC is HLA-A33:01 with pseudo-sequence HLA-A33:01. The binding affinity (normalized) is 0.472. (4) The peptide sequence is KPTFKHASV. The MHC is HLA-B18:01 with pseudo-sequence HLA-B18:01. The binding affinity (normalized) is 0.0847. (5) The peptide sequence is GVFKNPCTSH. The MHC is HLA-A68:01 with pseudo-sequence HLA-A68:01. The binding affinity (normalized) is 0.0603. (6) The peptide sequence is KVRKDIPQW. The MHC is HLA-B57:01 with pseudo-sequence HLA-B57:01. The binding affinity (normalized) is 0.670. (7) The peptide sequence is NHIVVELSL. The MHC is HLA-B38:01 with pseudo-sequence HLA-B38:01. The binding affinity (normalized) is 0.437. (8) The peptide sequence is AVFDRKSDAK. The MHC is HLA-A03:01 with pseudo-sequence HLA-A03:01. The binding affinity (normalized) is 0.570. (9) The peptide sequence is ETKKTMLAL. The MHC is HLA-A29:02 with pseudo-sequence HLA-A29:02. The binding affinity (normalized) is 0.0847.